This data is from Full USPTO retrosynthesis dataset with 1.9M reactions from patents (1976-2016). The task is: Predict the reactants needed to synthesize the given product. (1) Given the product [CH3:41][O:40][CH2:39][C:38]([C:35]1[CH:36]=[CH:37][C:32]2[NH:31][C:29]([CH2:28][CH2:27][CH:25]3[CH2:24][CH:23]([N:22]([CH2:21][C@@H:13]4[C@H:14]5[O:18][C:17]([CH3:19])([CH3:20])[O:16][C@H:15]5[C@H:11]([N:6]5[CH:5]=[N:4][C:3]6[C:7]5=[N:8][CH:9]=[N:10][C:2]=6[NH2:1])[O:12]4)[CH3:45])[CH2:26]3)=[N:44][C:33]=2[CH:34]=1)([CH3:42])[CH3:43], predict the reactants needed to synthesize it. The reactants are: [NH2:1][C:2]1[N:10]=[CH:9][N:8]=[C:7]2[C:3]=1[N:4]=[CH:5][N:6]2[C@H:11]1[C@@H:15]2[O:16][C:17]([CH3:20])([CH3:19])[O:18][C@@H:14]2[C@@H:13]([CH2:21][N:22]([CH3:45])[CH:23]2[CH2:26][CH:25]([CH2:27][CH2:28][C:29]([NH:31][C:32]3[CH:37]=[CH:36][C:35]([C:38]([CH3:43])([CH3:42])[CH2:39][O:40][CH3:41])=[CH:34][C:33]=3[NH2:44])=O)[CH2:24]2)[O:12]1. (2) Given the product [NH:19]1[C:6]([C:2]2[S:1][CH:5]=[CH:4][N:3]=2)=[CH:7][CH:14]=[N:12]1, predict the reactants needed to synthesize it. The reactants are: [S:1]1[CH:5]=[CH:4][N:3]=[C:2]1[C:6](=O)[CH3:7].CC([N:12]([CH3:14])C)=O.CC(O)=O.[NH2:19]N.